Task: Regression. Given two drug SMILES strings and cell line genomic features, predict the synergy score measuring deviation from expected non-interaction effect.. Dataset: NCI-60 drug combinations with 297,098 pairs across 59 cell lines (1) Drug 1: C1=C(C(=O)NC(=O)N1)N(CCCl)CCCl. Drug 2: CN1C(=O)N2C=NC(=C2N=N1)C(=O)N. Cell line: 786-0. Synergy scores: CSS=52.5, Synergy_ZIP=-0.837, Synergy_Bliss=-1.47, Synergy_Loewe=-1.15, Synergy_HSA=-1.12. (2) Drug 2: CC12CCC3C(C1CCC2=O)CC(=C)C4=CC(=O)C=CC34C. Drug 1: CNC(=O)C1=CC=CC=C1SC2=CC3=C(C=C2)C(=NN3)C=CC4=CC=CC=N4. Synergy scores: CSS=32.8, Synergy_ZIP=2.85, Synergy_Bliss=-0.784, Synergy_Loewe=-2.34, Synergy_HSA=-1.33. Cell line: IGROV1.